This data is from Catalyst prediction with 721,799 reactions and 888 catalyst types from USPTO. The task is: Predict which catalyst facilitates the given reaction. Reactant: [OH-].[K+].C([O:5][C:6](=[O:14])[CH:7]=[C:8]1[CH2:13][CH2:12][CH2:11][CH2:10][CH2:9]1)C. Product: [C:8]1(=[CH:7][C:6]([OH:14])=[O:5])[CH2:13][CH2:12][CH2:11][CH2:10][CH2:9]1. The catalyst class is: 72.